This data is from Aqueous solubility values for 9,982 compounds from the AqSolDB database. The task is: Regression/Classification. Given a drug SMILES string, predict its absorption, distribution, metabolism, or excretion properties. Task type varies by dataset: regression for continuous measurements (e.g., permeability, clearance, half-life) or binary classification for categorical outcomes (e.g., BBB penetration, CYP inhibition). For this dataset (solubility_aqsoldb), we predict Y. (1) The molecule is CCOC(=O)C(c1c(O)oc2ccccc2c1=O)c1c(O)oc2ccccc2c1=O. The Y is -3.43 log mol/L. (2) The drug is Nc1nc(N)nc(N)n1.O=P(O)(O)OP(=O)(O)O. The Y is -2.91 log mol/L. (3) The drug is COc1ccc(Cn2cc(F)c(=O)[nH]c2=O)cc1. The Y is -2.75 log mol/L. (4) The drug is NC(N)=Nc1nc2ccccc2s1. The Y is -2.44 log mol/L. (5) The compound is Nc1ccc(Cl)cc1[N+](=O)[O-]. The Y is -2.54 log mol/L.